Dataset: Forward reaction prediction with 1.9M reactions from USPTO patents (1976-2016). Task: Predict the product of the given reaction. (1) The product is: [CH:1]1[C:10]2[C@H:11]3[CH2:17][NH:16][CH2:15][CH2:14][CH2:13][C@H:12]3[N:8]3[C:9]=2[C:4]([CH2:5][CH2:6][CH2:7]3)=[CH:3][CH:2]=1. Given the reactants [CH:1]1[C:10]2[C:11]3[CH2:17][NH:16][CH2:15][CH2:14][CH2:13][C:12]=3[N:8]3[C:9]=2[C:4]([CH2:5][CH2:6][CH2:7]3)=[CH:3][CH:2]=1.[SiH](CC)(CC)CC, predict the reaction product. (2) Given the reactants [C:1]([C:3]1[CH:33]=[CH:32][C:6]([O:7][C:8]2[CH:9]=[C:10]([NH:23][C:24]([CH:26]3[CH2:31][CH2:30][NH:29][CH2:28][CH2:27]3)=[O:25])[CH:11]=[C:12]([O:14][C:15]3[CH:20]=[CH:19][C:18]([C:21]#[N:22])=[CH:17][CH:16]=3)[CH:13]=2)=[CH:5][CH:4]=1)#[N:2].Br[CH2:35][CH:36]1[CH2:38][CH2:37]1, predict the reaction product. The product is: [C:1]([C:3]1[CH:4]=[CH:5][C:6]([O:7][C:8]2[CH:9]=[C:10]([NH:23][C:24]([CH:26]3[CH2:27][CH2:28][N:29]([CH2:35][CH:36]4[CH2:38][CH2:37]4)[CH2:30][CH2:31]3)=[O:25])[CH:11]=[C:12]([O:14][C:15]3[CH:16]=[CH:17][C:18]([C:21]#[N:22])=[CH:19][CH:20]=3)[CH:13]=2)=[CH:32][CH:33]=1)#[N:2]. (3) Given the reactants [N:1]1[CH:6]=[CH:5][CH:4]=[CH:3][C:2]=1[C:7]1[CH:8]=[CH:9][C:10](=O)[NH:11][N:12]=1.P(Br)(Br)([Br:16])=O.C([O-])(O)=O.[Na+], predict the reaction product. The product is: [Br:16][C:10]1[N:11]=[N:12][C:7]([C:2]2[CH:3]=[CH:4][CH:5]=[CH:6][N:1]=2)=[CH:8][CH:9]=1.